This data is from Forward reaction prediction with 1.9M reactions from USPTO patents (1976-2016). The task is: Predict the product of the given reaction. (1) Given the reactants [CH2:1]([N:8]1[CH2:13][CH2:12][CH:11]([CH2:14][O:15][C:16]2[CH:21]=[CH:20][C:19](Br)=[CH:18][N:17]=2)[CH2:10][CH2:9]1)[C:2]1[CH:7]=[CH:6][CH:5]=[CH:4][CH:3]=1.[CH3:23][S:24]([C:27]1[CH:32]=[CH:31][C:30](B(O)O)=[CH:29][CH:28]=1)(=[O:26])=[O:25].C(=O)([O-])[O-].[K+].[K+].O1CCOCC1, predict the reaction product. The product is: [CH2:1]([N:8]1[CH2:13][CH2:12][CH:11]([CH2:14][O:15][C:16]2[CH:21]=[CH:20][C:19]([C:30]3[CH:31]=[CH:32][C:27]([S:24]([CH3:23])(=[O:26])=[O:25])=[CH:28][CH:29]=3)=[CH:18][N:17]=2)[CH2:10][CH2:9]1)[C:2]1[CH:7]=[CH:6][CH:5]=[CH:4][CH:3]=1. (2) Given the reactants [OH-].[Na+].[CH3:3][O:4][C:5]([CH2:7]P(OC)(OC)=O)=[O:6].O=[C:15]1[CH2:20][CH2:19][N:18]([C:21]([O:23][C:24]([CH3:27])([CH3:26])[CH3:25])=[O:22])[CH2:17][CH2:16]1.Cl, predict the reaction product. The product is: [CH3:3][O:4][C:5]([CH:7]=[C:15]1[CH2:20][CH2:19][N:18]([C:21]([O:23][C:24]([CH3:27])([CH3:26])[CH3:25])=[O:22])[CH2:17][CH2:16]1)=[O:6]. (3) Given the reactants C(Cl)(=O)C(Cl)=O.[F:7][C:8]([F:38])([F:37])[C:9]1[CH:10]=[C:11]([NH:15][C:16]([N:18]2[C:26]3[C:21](=[CH:22][C:23]([O:27][C:28]4[N:33]=[CH:32][N:31]=[C:30]([C:34]([OH:36])=O)[CH:29]=4)=[CH:24][CH:25]=3)[CH2:20][CH2:19]2)=[O:17])[CH:12]=[CH:13][CH:14]=1.[CH3:39][N:40]1[CH2:45][CH2:44][NH:43][CH2:42][CH2:41]1, predict the reaction product. The product is: [F:38][C:8]([F:37])([F:7])[C:9]1[CH:10]=[C:11]([NH:15][C:16]([N:18]2[C:26]3[C:21](=[CH:22][C:23]([O:27][C:28]4[CH:29]=[C:30]([C:34]([N:43]5[CH2:44][CH2:45][N:40]([CH3:39])[CH2:41][CH2:42]5)=[O:36])[N:31]=[CH:32][N:33]=4)=[CH:24][CH:25]=3)[CH2:20][CH2:19]2)=[O:17])[CH:12]=[CH:13][CH:14]=1.